Predict the reactants needed to synthesize the given product. From a dataset of Full USPTO retrosynthesis dataset with 1.9M reactions from patents (1976-2016). (1) The reactants are: [Br:1][C:2]1[CH:3]=[C:4]2[C:23](=[CH:24][CH:25]=1)[C:8]1=[N:9]O[C:11]([C:12]3[CH:17]=[CH:16][C:15]([O:18][C:19]([F:22])([F:21])[F:20])=[CH:14][CH:13]=3)=[C:7]1[CH2:6][CH2:5]2.N1C=CN=C1.P12(SP3(SP(SP(S3)(S1)=S)(=S)S2)=S)=[S:32]. Given the product [Br:1][C:2]1[CH:3]=[C:4]2[C:23](=[CH:24][CH:25]=1)[C:8]1=[N:9][S:32][C:11]([C:12]3[CH:17]=[CH:16][C:15]([O:18][C:19]([F:22])([F:21])[F:20])=[CH:14][CH:13]=3)=[C:7]1[CH2:6][CH2:5]2, predict the reactants needed to synthesize it. (2) Given the product [C:1]([C:5]1[CH:6]=[CH:7][C:8]([C:9]([NH:11][C:12]2[CH:17]=[CH:16][CH:15]=[C:14]([C:19]3[C:20]4[CH:27]=[C:26]([C:28]5[CH2:33][CH2:32][CH:31]([OH:34])[CH2:30][CH:29]=5)[NH:25][C:21]=4[N:22]=[CH:23][N:24]=3)[C:13]=2[CH3:35])=[O:10])=[CH:36][CH:37]=1)([CH3:4])([CH3:2])[CH3:3], predict the reactants needed to synthesize it. The reactants are: [C:1]([C:5]1[CH:37]=[CH:36][C:8]([C:9]([NH:11][C:12]2[CH:17]=[C:16](F)[CH:15]=[C:14]([C:19]3[C:20]4[CH:27]=[C:26]([C:28]5[CH2:33][CH2:32][CH:31]([OH:34])[CH2:30][CH:29]=5)[NH:25][C:21]=4[N:22]=[CH:23][N:24]=3)[C:13]=2[CH3:35])=[O:10])=[CH:7][CH:6]=1)([CH3:4])([CH3:3])[CH3:2].C(C1C=CC(C(NC2C=CC=C(C3C4C=C(C5CCC(=O)CC=5)NC=4N=CN=3)C=2C)=O)=CC=1)(C)(C)C. (3) Given the product [CH2:12]([C:11]1[S:14][CH:2]=[C:3]([CH2:4][C:5]([O:7][CH2:8][CH3:9])=[O:6])[N:15]=1)[CH3:13], predict the reactants needed to synthesize it. The reactants are: Cl[CH2:2][C:3](=O)[CH2:4][C:5]([O:7][CH2:8][CH3:9])=[O:6].[C:11]([NH2:15])(=[S:14])[CH2:12][CH3:13]. (4) Given the product [OH:39][C:26]1[C:25](=[O:24])[N:14]([C:15]2[N:16]=[N:17][C:18]([CH3:21])=[CH:19][CH:20]=2)[CH:8]([C:7]2[CH:10]=[CH:11][C:4]([O:3][C:2]([F:13])([F:12])[F:1])=[CH:5][CH:6]=2)[C:27]=1[C:28](=[O:29])[C:30]1[CH:35]=[CH:34][C:33]([C:36]([CH3:38])=[CH2:37])=[CH:32][CH:31]=1, predict the reactants needed to synthesize it. The reactants are: [F:1][C:2]([F:13])([F:12])[O:3][C:4]1[CH:11]=[CH:10][C:7]([CH:8]=O)=[CH:6][CH:5]=1.[NH2:14][C:15]1[N:16]=[N:17][C:18]([CH3:21])=[CH:19][CH:20]=1.C([O:24][C:25](=O)[C:26]([OH:39])=[CH:27][C:28]([C:30]1[CH:35]=[CH:34][C:33]([C:36]([CH3:38])=[CH2:37])=[CH:32][CH:31]=1)=[O:29])C. (5) Given the product [Br:1][C:2]1[CH:3]=[C:4]([CH2:19][Cl:23])[CH:5]=[CH:6][C:7]=1[O:8][Si:9]([CH:16]([CH3:18])[CH3:17])([CH:13]([CH3:15])[CH3:14])[CH:10]([CH3:12])[CH3:11], predict the reactants needed to synthesize it. The reactants are: [Br:1][C:2]1[CH:3]=[C:4]([CH2:19]O)[CH:5]=[CH:6][C:7]=1[O:8][Si:9]([CH:16]([CH3:18])[CH3:17])([CH:13]([CH3:15])[CH3:14])[CH:10]([CH3:12])[CH3:11].S(Cl)([Cl:23])=O. (6) The reactants are: Cl[CH:2]([C:4]1[NH:8][C:7]2[CH:9]=[CH:10][CH:11]=[CH:12][C:6]=2[N:5]=1)[CH3:3].[CH3:13][O-:14].[Na+]. Given the product [CH3:13][O:14][CH:2]([C:4]1[NH:8][C:7]2[CH:9]=[CH:10][CH:11]=[CH:12][C:6]=2[N:5]=1)[CH3:3], predict the reactants needed to synthesize it. (7) Given the product [OH:18][CH:19]1[CH2:20][C:21]([CH2:23][C:24]#[N:25])([N:26]2[CH:30]=[C:29]([C:31]3[N:36]=[CH:35][NH:34][C:33]4=[N:37][CH:38]=[CH:39][C:32]=34)[CH:28]=[N:27]2)[CH2:22]1, predict the reactants needed to synthesize it. The reactants are: [Si]([O:18][CH:19]1[CH2:22][C:21](=[CH:23][C:24]#[N:25])[CH2:20]1)(C(C)(C)C)(C1C=CC=CC=1)C1C=CC=CC=1.[NH:26]1[CH:30]=[C:29]([C:31]2[C:32]3[CH:39]=[CH:38][N:37](COCC[Si](C)(C)C)[C:33]=3[N:34]=[CH:35][N:36]=2)[CH:28]=[N:27]1.N12CCCN=C1CCCCC2.